This data is from Forward reaction prediction with 1.9M reactions from USPTO patents (1976-2016). The task is: Predict the product of the given reaction. (1) Given the reactants [H-].[Na+].[CH3:3][O:4][C:5](=[O:20])[CH:6]([N:11]=CC1C=CC([Cl:19])=CC=1)[CH2:7][CH2:8][S:9][CH3:10].[C:21]([C:23]1[CH:24]=[C:25]([CH:28]=[CH:29][CH:30]=1)[CH2:26]Br)#[N:22].Cl, predict the reaction product. The product is: [ClH:19].[CH3:3][O:4][C:5](=[O:20])[C:6]([NH2:11])([CH2:26][C:25]1[CH:28]=[CH:29][CH:30]=[C:23]([C:21]#[N:22])[CH:24]=1)[CH2:7][CH2:8][S:9][CH3:10]. (2) Given the reactants [OH:1]OS([O-])=O.[K+].[I:7][C:8]1[N:15]2[C:11]([S:12][C:13]([S:16][CH3:17])=[N:14]2)=[N:10][CH:9]=1, predict the reaction product. The product is: [I:7][C:8]1[N:15]2[C:11]([S:12][C:13]([S:16]([CH3:17])=[O:1])=[N:14]2)=[N:10][CH:9]=1. (3) Given the reactants [Cl:1][C:2]1[CH:3]=[CH:4][C:5]([C:29]#[N:30])=[C:6]([C:8]2[C:13]([O:14][CH3:15])=[CH:12][N:11]([CH:16]([CH2:24][CH:25]([F:27])[CH3:26])[C:17]([O:19]C(C)(C)C)=[O:18])[C:10](=[O:28])[CH:9]=2)[CH:7]=1.C(O)(C(F)(F)F)=O, predict the reaction product. The product is: [Cl:1][C:2]1[CH:3]=[CH:4][C:5]([C:29]#[N:30])=[C:6]([C:8]2[C:13]([O:14][CH3:15])=[CH:12][N:11]([CH:16]([CH2:24][CH:25]([F:27])[CH3:26])[C:17]([OH:19])=[O:18])[C:10](=[O:28])[CH:9]=2)[CH:7]=1. (4) The product is: [OH:1][C:2]1[CH:19]=[C:18]2[C:5]([C@@:6]3([CH3:24])[C@H:15]([CH2:16][S:17]2=[O:20])[C@:14]2([CH3:21])[C@H:9]([C:10]([CH3:23])([CH3:22])[CH2:11][CH2:12][CH2:13]2)[CH2:8][CH2:7]3)=[CH:4][C:3]=1[C:25]([NH:29][CH3:28])=[O:27]. Given the reactants [OH:1][C:2]1[CH:19]=[C:18]2[C:5]([C@@:6]3([CH3:24])[C@H:15]([CH2:16][S:17]2=[O:20])[C@:14]2([CH3:21])[C@H:9]([C:10]([CH3:23])([CH3:22])[CH2:11][CH2:12][CH2:13]2)[CH2:8][CH2:7]3)=[CH:4][C:3]=1[C:25]([OH:27])=O.[CH3:28][N:29](C(ON1N=NC2C=CC=NC1=2)=[N+](C)C)C.F[P-](F)(F)(F)(F)F.CCN(C(C)C)C(C)C.CN, predict the reaction product. (5) Given the reactants [CH2:1]([CH:3]([CH2:31][CH3:32])[C:4]([NH:6][C:7]1[CH:12]=[CH:11][C:10]([N:13]2[CH2:18][CH2:17][N:16]([CH:19]([C:23]3[CH:28]=[CH:27][CH:26]=[C:25]([F:29])[CH:24]=3)[C:20](O)=[O:21])[CH2:15][CH2:14]2)=[C:9]([F:30])[CH:8]=1)=[O:5])[CH3:2].CO[C:35](=O)[CH:36]([N:44]1CCN(C2C=CC(NC(=O)C(CC)CC)=CC=2F)[CH2:46][CH2:45]1)C1C=CC=C(F)C=1.[OH-].[K+].CC(O)=O, predict the reaction product. The product is: [CH2:36]([N:44]([CH2:45][CH3:46])[C:20]([CH:19]([C:23]1[CH:28]=[CH:27][CH:26]=[C:25]([F:29])[CH:24]=1)[N:16]1[CH2:15][CH2:14][N:13]([C:10]2[CH:11]=[CH:12][C:7]([NH:6][C:4](=[O:5])[CH:3]([CH2:1][CH3:2])[CH2:31][CH3:32])=[CH:8][C:9]=2[F:30])[CH2:18][CH2:17]1)=[O:21])[CH3:35].